From a dataset of Full USPTO retrosynthesis dataset with 1.9M reactions from patents (1976-2016). Predict the reactants needed to synthesize the given product. (1) Given the product [C:1]([C:3]1[C:4]([CH3:12])=[C:5]([CH:9]=[CH:10][CH:11]=1)[C:6]([NH:31][CH2:30][C:17]1([C:20]2[CH:21]=[N:22][C:23]([C:26]([F:29])([F:27])[F:28])=[CH:24][CH:25]=2)[CH2:18][CH2:19][C:14]([F:13])([F:32])[CH2:15][CH2:16]1)=[O:8])#[N:2], predict the reactants needed to synthesize it. The reactants are: [C:1]([C:3]1[C:4]([CH3:12])=[C:5]([CH:9]=[CH:10][CH:11]=1)[C:6]([OH:8])=O)#[N:2].[F:13][C:14]1([F:32])[CH2:19][CH2:18][C:17]([CH2:30][NH2:31])([C:20]2[CH:21]=[N:22][C:23]([C:26]([F:29])([F:28])[F:27])=[CH:24][CH:25]=2)[CH2:16][CH2:15]1. (2) Given the product [Cl-:8].[CH2:20]([P+:15]([CH2:11][CH2:12][CH2:13][CH3:14])([CH2:16][CH2:17][CH2:18][CH3:19])[CH2:7][C:6]1[CH:9]=[CH:10][C:3]([CH:1]=[CH2:2])=[CH:4][CH:5]=1)[CH2:21][CH2:22][CH3:23], predict the reactants needed to synthesize it. The reactants are: [CH:1]([C:3]1[CH:10]=[CH:9][C:6]([CH2:7][Cl:8])=[CH:5][CH:4]=1)=[CH2:2].[CH2:11]([P:15]([CH2:20][CH2:21][CH2:22][CH3:23])[CH2:16][CH2:17][CH2:18][CH3:19])[CH2:12][CH2:13][CH3:14]. (3) Given the product [CH3:1][O:2][C:3]1[CH:4]=[C:5]2[C:10](=[CH:11][C:12]=1[O:13][CH3:14])[N:9]=[CH:8][N:7]=[C:6]2[O:15][C:16]1[CH:22]=[CH:21][C:19]([NH:20][C:30](=[O:36])[O:29][CH2:27][CH2:38][CH2:39][CH2:40][CH2:41][CH3:42])=[C:18]([N+:23]([O-:25])=[O:24])[CH:17]=1, predict the reactants needed to synthesize it. The reactants are: [CH3:1][O:2][C:3]1[CH:4]=[C:5]2[C:10](=[CH:11][C:12]=1[O:13][CH3:14])[N:9]=[CH:8][N:7]=[C:6]2[O:15][C:16]1[CH:22]=[CH:21][C:19]([NH2:20])=[C:18]([N+:23]([O-:25])=[O:24])[CH:17]=1.Cl[C:27](Cl)([O:29][C:30](=[O:36])OC(Cl)(Cl)Cl)Cl.[CH2:38](O)[CH2:39][CH2:40][CH2:41][CH2:42]C.C(=O)(O)[O-].[Na+]. (4) Given the product [Br:22][CH:2]([CH:8]1[CH2:13][CH2:12][N:11]([C:14]([O:16][C:17]([CH3:20])([CH3:19])[CH3:18])=[O:15])[CH2:10][CH2:9]1)[CH2:3][CH2:4][CH2:5][CH:6]=[CH2:7], predict the reactants needed to synthesize it. The reactants are: O[CH:2]([CH:8]1[CH2:13][CH2:12][N:11]([C:14]([O:16][C:17]([CH3:20])([CH3:19])[CH3:18])=[O:15])[CH2:10][CH2:9]1)[CH2:3][CH2:4][CH2:5][CH:6]=[CH2:7].C(Br)(Br)(Br)[Br:22].C1(P(C2C=CC=CC=2)C2C=CC=CC=2)C=CC=CC=1. (5) Given the product [NH2:38][C:33](=[O:35])[CH2:32][C@H:29]1[CH2:28][CH2:27][C@H:26]([C:23]2[CH:24]=[CH:25][C:20]([NH:19][C:17]([C:15]3[O:16][C:12]([NH:11][C:7]4[CH:8]=[CH:9][CH:10]=[C:5]([O:4][CH2:2][CH3:3])[CH:6]=4)=[N:13][N:14]=3)=[O:18])=[CH:21][CH:22]=2)[CH2:31][CH2:30]1, predict the reactants needed to synthesize it. The reactants are: N.[CH2:2]([O:4][C:5]1[CH:6]=[C:7]([NH:11][C:12]2[O:16][C:15]([C:17]([NH:19][C:20]3[CH:25]=[CH:24][C:23]([C@H:26]4[CH2:31][CH2:30][C@H:29]([CH2:32][C:33]([OH:35])=O)[CH2:28][CH2:27]4)=[CH:22][CH:21]=3)=[O:18])=[N:14][N:13]=2)[CH:8]=[CH:9][CH:10]=1)[CH3:3].CC[N:38]=C=NCCCN(C)C.C1C=CC2N(O)N=NC=2C=1. (6) Given the product [Cl:9][C:5]1[C:6]([CH3:8])=[CH:7][C:2]2[N:3]([CH:11]=[CH:16][N:1]=2)[N:4]=1.[Cl:18][C:14]1[CH:15]=[C:16]([CH3:17])[C:11]2[N:12]([CH:20]=[CH:21][N:10]=2)[N:13]=1, predict the reactants needed to synthesize it. The reactants are: [NH2:1][C:2]1[N:3]=[N:4][C:5]([Cl:9])=[C:6]([CH3:8])[CH:7]=1.[NH2:10][C:11]1[N:12]=[N:13][C:14]([Cl:18])=[CH:15][C:16]=1[CH3:17].Cl[CH2:20][CH:21]=O.C(=O)(O)[O-].[Na+].